From a dataset of Reaction yield outcomes from USPTO patents with 853,638 reactions. Predict the reaction yield, written as a fraction of the theoretical maximum amount of product (1.0 means a 100% yield; for example, 0.34 means a 34% yield). (1) The reactants are [Si]([O:8][CH:9]1[CH2:14][CH2:13][N:12]([C:15]2[CH:24]=[C:23]([C:25]([NH:27][C:28]3[C:37]([CH3:38])=[CH:36][C:31]([C:32]([O:34][CH3:35])=[O:33])=[CH:30][C:29]=3[CH3:39])=[O:26])[C:22]3[C:17](=[CH:18][CH:19]=[CH:20][CH:21]=3)[N:16]=2)[CH2:11][CH2:10]1)(C(C)(C)C)(C)C.[N+](CCCC)(CCCC)(CCCC)CCCC.[F-]. The catalyst is C1COCC1. The product is [OH:8][CH:9]1[CH2:10][CH2:11][N:12]([C:15]2[CH:24]=[C:23]([C:25]([NH:27][C:28]3[C:29]([CH3:39])=[CH:30][C:31]([C:32]([O:34][CH3:35])=[O:33])=[CH:36][C:37]=3[CH3:38])=[O:26])[C:22]3[C:17](=[CH:18][CH:19]=[CH:20][CH:21]=3)[N:16]=2)[CH2:13][CH2:14]1. The yield is 0.780. (2) The reactants are [C:1]([C:3]1[CH:31]=[CH:30][C:6]([O:7][CH2:8][CH:9]([OH:29])[CH2:10][N:11]2[CH2:18][CH:17]3[CH2:19][CH:13]([CH2:14][N:15]([C:20]([NH:22][CH2:23][C:24](OCC)=[O:25])=[O:21])[CH2:16]3)[CH2:12]2)=[CH:5][CH:4]=1)#[N:2].[CH2:32]([NH2:35])[CH2:33][CH3:34].[C-]#N.[Na+]. The catalyst is CO. The product is [C:1]([C:3]1[CH:4]=[CH:5][C:6]([O:7][CH2:8][CH:9]([OH:29])[CH2:10][N:11]2[CH2:18][CH:17]3[CH2:19][CH:13]([CH2:14][N:15]([C:20]([NH:22][CH2:23][C:24](=[O:25])[NH:35][CH2:32][CH2:33][CH3:34])=[O:21])[CH2:16]3)[CH2:12]2)=[CH:30][CH:31]=1)#[N:2]. The yield is 0.700.